From a dataset of Forward reaction prediction with 1.9M reactions from USPTO patents (1976-2016). Predict the product of the given reaction. (1) Given the reactants C([O:4][C:5]1[C:14]([CH3:15])=[CH:13][C:8]([C:9]([O:11][CH3:12])=[O:10])=[CH:7][C:6]=1[CH2:16][CH:17]=[CH2:18])(=O)C.[CH3:19][OH:20], predict the reaction product. The product is: [OH:4][C:5]1[C:14]([CH3:15])=[CH:13][C:8]([C:9]([O:11][CH3:12])=[O:10])=[CH:7][C:6]=1[CH2:16][CH:17]([O:20][CH3:19])[CH3:18]. (2) Given the reactants [I:1][C:2]1[CH:7]=[CH:6][C:5]([O:8][CH3:9])=[CH:4][C:3]=1[S:10][C:11]1[NH:12][C:13]2[C:18]([N:19]=1)=[C:17]([NH2:20])[N:16]=[CH:15][N:14]=2.Br[CH2:22][CH2:23][Cl:24].C([O-])([O-])=O.[K+].[K+], predict the reaction product. The product is: [Cl:24][CH2:23][CH2:22][N:12]1[C:11]([S:10][C:3]2[CH:4]=[C:5]([O:8][CH3:9])[CH:6]=[CH:7][C:2]=2[I:1])=[N:19][C:18]2[C:13]1=[N:14][CH:15]=[N:16][C:17]=2[NH2:20]. (3) Given the reactants [F:1][C:2]1([F:23])[O:6][C:5]2[CH:7]=[CH:8][CH:9]=[C:10]([N:11]3[CH:16]=[C:15]([O:17][CH3:18])[C:14](=[O:19])[C:13]([C:20](O)=[O:21])=[N:12]3)[C:4]=2[O:3]1.C1C=CC2N(O)N=NC=2C=1.CCN=C=NCCCN(C)C.Cl.[CH3:46][NH:47][O:48][CH3:49].CCN(CC)CC, predict the reaction product. The product is: [F:23][C:2]1([F:1])[O:6][C:5]2[CH:7]=[CH:8][CH:9]=[C:10]([N:11]3[CH:16]=[C:15]([O:17][CH3:18])[C:14](=[O:19])[C:13]([C:20]([N:47]([O:48][CH3:49])[CH3:46])=[O:21])=[N:12]3)[C:4]=2[O:3]1. (4) Given the reactants [NH:1]1[CH2:6][CH2:5][C:4]2([O:11][C:10]3[C:12]4[C:17]([C:18](=[O:21])[C:19](=[O:20])[C:9]=3[S:8][CH2:7]2)=[CH:16][CH:15]=[CH:14][CH:13]=4)[CH2:3][CH2:2]1.[CH2:22]([C@@H:29]1[CH2:31][O:30]1)[C:23]1[CH:28]=[CH:27][CH:26]=[CH:25][CH:24]=1, predict the reaction product. The product is: [OH:30][C@H:29]([CH2:22][C:23]1[CH:28]=[CH:27][CH:26]=[CH:25][CH:24]=1)[CH2:31][N:1]1[CH2:2][CH2:3][C:4]2([O:11][C:10]3[C:12]4[C:17]([C:18](=[O:21])[C:19](=[O:20])[C:9]=3[S:8][CH2:7]2)=[CH:16][CH:15]=[CH:14][CH:13]=4)[CH2:5][CH2:6]1.